The task is: Predict the product of the given reaction.. This data is from Forward reaction prediction with 1.9M reactions from USPTO patents (1976-2016). (1) Given the reactants C([O:3][C:4](=[O:36])[C@@H:5]([O:34][CH3:35])[CH2:6][C:7]1[CH:12]=[CH:11][C:10]([O:13][CH2:14][CH2:15][CH2:16][O:17][C:18]2[CH:23]=[CH:22][C:21]([O:24][C:25]3[CH:30]=[CH:29][CH:28]=[CH:27][CH:26]=3)=[CH:20][CH:19]=2)=[C:9]([CH2:31][CH:32]=[CH2:33])[CH:8]=1)C, predict the reaction product. The product is: [CH3:35][O:34][C@@H:5]([CH2:6][C:7]1[CH:12]=[CH:11][C:10]([O:13][CH2:14][CH2:15][CH2:16][O:17][C:18]2[CH:19]=[CH:20][C:21]([O:24][C:25]3[CH:26]=[CH:27][CH:28]=[CH:29][CH:30]=3)=[CH:22][CH:23]=2)=[C:9]([CH2:31][CH2:32][CH3:33])[CH:8]=1)[C:4]([OH:36])=[O:3]. (2) Given the reactants C([Si](C)(C)[O:6][C:7]1[CH:8]=[CH:9][C:10]2[N:19]([CH2:20][C:21]3[CH:26]=[CH:25][C:24]([O:27][CH2:28][CH2:29][N:30]4[CH2:35][CH2:34][CH2:33][CH2:32][CH2:31]4)=[CH:23][CH:22]=3)[C:18]3[C:17]4[CH:36]=[CH:37][CH:38]=[CH:39][C:16]=4[S:15][CH2:14][CH2:13][C:12]=3[C:11]=2[CH:40]=1)(C)(C)C, predict the reaction product. The product is: [N:30]1([CH2:29][CH2:28][O:27][C:24]2[CH:25]=[CH:26][C:21]([CH2:20][N:19]3[C:18]4[C:17]5[CH:36]=[CH:37][CH:38]=[CH:39][C:16]=5[S:15][CH2:14][CH2:13][C:12]=4[C:11]4[CH:40]=[C:7]([OH:6])[CH:8]=[CH:9][C:10]3=4)=[CH:22][CH:23]=2)[CH2:31][CH2:32][CH2:33][CH2:34][CH2:35]1. (3) Given the reactants [Br:1][C:2]1[CH:11]=[CH:10][C:5]([C:6](=O)[CH2:7]Br)=[CH:4][CH:3]=1.[NH2:12][C:13]1[CH:18]=[CH:17][CH:16]=[CH:15][N:14]=1.C(=O)([O-])O.[Na+], predict the reaction product. The product is: [Br:1][C:2]1[CH:11]=[CH:10][C:5]([C:6]2[N:12]=[C:13]3[CH:18]=[CH:17][CH:16]=[CH:15][N:14]3[CH:7]=2)=[CH:4][CH:3]=1. (4) Given the reactants [O:1]=[C:2]1[O:8][C@H:7]([C@H:9]([CH2:11][OH:12])[OH:10])[C:5]([OH:6])=[C:3]1[OH:4].C(O[CH2:18][CH2:19][CH2:20][CH2:21][CH2:22][CH2:23][CH2:24][CH2:25][CH2:26][CH2:27][CH2:28][CH3:29])C1OC1, predict the reaction product. The product is: [CH2:18]([O:6][C:5]1[C@@:7]([CH2:5][CH:3]([CH2:2][OH:1])[OH:4])([C@H:9]([CH2:11][OH:12])[OH:10])[O:8][C:2](=[O:1])[C:3]=1[OH:4])[CH2:19][CH2:20][CH2:21][CH2:22][CH2:23][CH2:24][CH2:25][CH2:26][CH2:27][CH2:28][CH3:29]. (5) Given the reactants [Br:1][C:2]1[CH:7]=[C:6]([CH:8]2CC=C[CH2:9]2)[CH:5]=CC=1OC.C[N+]1([O-])[CH2:21][CH2:20][O:19][CH2:18]C1.[C:23]([OH:27])([CH3:26])(C)[CH3:24].[OH2:28], predict the reaction product. The product is: [Br:1][C:2]1[CH:7]=[C:6]([CH:8]2[CH2:9][CH:24]([OH:28])[CH:23]([OH:27])[CH2:26]2)[CH:5]=[CH:21][C:20]=1[O:19][CH3:18].